From a dataset of Reaction yield outcomes from USPTO patents with 853,638 reactions. Predict the reaction yield, written as a fraction of the theoretical maximum amount of product (1.0 means a 100% yield; for example, 0.34 means a 34% yield). (1) The reactants are [CH3:1][CH2:2][Mg+].[Br-].CO[C:7]([C:9]1[CH:13]=[C:12]([C:14]2[S:15][C:16]([C:19]3[CH:24]=[CH:23][CH:22]=[C:21]([S:25]([CH3:28])(=[O:27])=[O:26])[CH:20]=3)=[CH:17][CH:18]=2)[N:11]([C:29]2[CH:34]=[CH:33][CH:32]=[CH:31][C:30]=2[Cl:35])[N:10]=1)=[O:8].[NH4+].[Cl-]. The catalyst is C1COCC1.CC(O[Ti](OC(C)C)(OC(C)C)OC(C)C)C. The product is [Cl:35][C:30]1[CH:31]=[CH:32][CH:33]=[CH:34][C:29]=1[N:11]1[C:12]([C:14]2[S:15][C:16]([C:19]3[CH:24]=[CH:23][CH:22]=[C:21]([S:25]([CH3:28])(=[O:27])=[O:26])[CH:20]=3)=[CH:17][CH:18]=2)=[CH:13][C:9]([C:7]2([OH:8])[CH2:2][CH2:1]2)=[N:10]1. The yield is 0.00100. (2) The reactants are [Si:1]([O:8][CH2:9][CH2:10][O:11][C:12]1[CH:17]=[CH:16][C:15]([C:18]#[C:19][C:20](=[O:32])[CH2:21][CH2:22]/[CH:23]=[CH:24]/[C:25]2[CH:30]=[CH:29][C:28]([Cl:31])=[CH:27][CH:26]=2)=[CH:14][CH:13]=1)([C:4]([CH3:7])([CH3:6])[CH3:5])([CH3:3])[CH3:2].CCOC(C)=O.CCCCCC. The catalyst is ClC1C=CC=CC=1Cl. The product is [Si:1]([O:8][CH2:9][CH2:10][O:11][C:12]1[CH:17]=[CH:16][C:15]([C:18]2[C:26]3[C:25](=[CH:30][CH:29]=[C:28]([Cl:31])[CH:27]=3)[CH:24]=[C:23]3[CH2:22][CH2:21][C:20](=[O:32])[C:19]=23)=[CH:14][CH:13]=1)([C:4]([CH3:6])([CH3:7])[CH3:5])([CH3:3])[CH3:2]. The yield is 0.890. (3) The reactants are [N:1]1[CH:6]=[CH:5][N:4]=[C:3]2[NH:7][CH:8]=[C:9]([CH:10]3[CH2:15][CH2:14][N:13](C(OC(C)(C)C)=O)[CH2:12][CH2:11]3)[C:2]=12.Cl.CCOC(C)=O. The catalyst is C(Cl)Cl. The product is [NH:13]1[CH2:12][CH2:11][CH:10]([C:9]2[C:2]3[C:3](=[N:4][CH:5]=[CH:6][N:1]=3)[NH:7][CH:8]=2)[CH2:15][CH2:14]1. The yield is 0.900. (4) The reactants are [CH:1]1[C:14]2[C:15]3=[C:16]4[C:11](=[CH:12][CH:13]=2)[CH:10]=[CH:9][CH:8]=[C:7]4[CH:6]=[CH:5][C:4]3=[CH:3][CH:2]=1.[C:17](Cl)([CH3:20])([CH3:19])[CH3:18].[Cl-].[Al+3].[Cl-].[Cl-]. The catalyst is ClCCl. The product is [C:17]([C:9]1[CH:10]=[C:11]2[C:16]3=[C:15]4[C:4]([CH:3]=[CH:2][CH:1]=[C:14]4[CH:13]=[CH:12]2)=[CH:5][CH:6]=[C:7]3[CH:8]=1)([CH3:20])([CH3:19])[CH3:18]. The yield is 0.830. (5) The product is [Cl:1][C:2]1[C:7]([O:8][C:9]2[CH:10]=[CH:11][C:12]([F:15])=[CH:13][CH:14]=2)=[CH:6][C:5]2[NH:16][C:28]([C:27]([F:31])([F:32])[C:26]([F:33])([F:34])[C:25]([F:36])([F:35])[F:24])=[N:17][C:4]=2[CH:3]=1. The reactants are [Cl:1][C:2]1[CH:3]=[C:4]([NH2:17])[C:5]([NH2:16])=[CH:6][C:7]=1[O:8][C:9]1[CH:14]=[CH:13][C:12]([F:15])=[CH:11][CH:10]=1.O.C(=O)(O)[O-].[Na+].[F:24][C:25]([F:36])([F:35])[C:26]([F:34])([F:33])[C:27]([F:32])([F:31])[C:28](O)=O. No catalyst specified. The yield is 0.0200. (6) The yield is 0.920. The product is [C:26]1([S:23]([NH:22][C:19]2[CH:18]=[CH:17][C:16]([C:13]3[C:12]4[C:7](=[CH:8][CH:9]=[C:10]([F:32])[CH:11]=4)[CH:6]=[C:5]([CH2:4][C:3]([OH:33])=[O:2])[C:14]=3[CH3:15])=[CH:21][CH:20]=2)(=[O:25])=[O:24])[CH:27]=[CH:28][CH:29]=[CH:30][CH:31]=1. The reactants are C[O:2][C:3](=[O:33])[CH2:4][C:5]1[C:14]([CH3:15])=[C:13]([C:16]2[CH:21]=[CH:20][C:19]([NH:22][S:23]([C:26]3[CH:31]=[CH:30][CH:29]=[CH:28][CH:27]=3)(=[O:25])=[O:24])=[CH:18][CH:17]=2)[C:12]2[C:7](=[CH:8][CH:9]=[C:10]([F:32])[CH:11]=2)[CH:6]=1.O.[OH-].[Li+]. The catalyst is C1COCC1.O.CO.[OH-].[Na+].